From a dataset of Kir2.1 potassium channel HTS with 301,493 compounds. Binary Classification. Given a drug SMILES string, predict its activity (active/inactive) in a high-throughput screening assay against a specified biological target. (1) The molecule is Brc1ccc(C2N=c3n([nH]cc3C(=O)N3CCN(C45CC6CC(C4)CC(C5)C6)CC3)C(C2)C(F)(F)F)cc1. The result is 0 (inactive). (2) The compound is Clc1c(NC(=O)COC(=O)CCOc2ccccc2)cc(S(=O)(=O)N2CCCCC2)cc1. The result is 0 (inactive). (3) The drug is Clc1c(OCc2ccccc2)c(OCC)cc(CNCC)c1. The result is 1 (active). (4) The molecule is S(=O)(=O)(N1CCC(CC1)C(=O)NCCOC)c1cc2OCCOc2cc1. The result is 0 (inactive). (5) The molecule is Brc1c(OCCCNCC(O)C)c(cc(Cl)c1)C. The result is 1 (active).